This data is from Reaction yield outcomes from USPTO patents with 853,638 reactions. The task is: Predict the reaction yield, written as a fraction of the theoretical maximum amount of product (1.0 means a 100% yield; for example, 0.34 means a 34% yield). (1) The reactants are [Cl-].[C:2]([CH2:5][CH2:6][CH2:7][NH+:8]([CH3:10])[CH3:9])([OH:4])=[O:3].S(Cl)([Cl:13])=O.[CH3:15]O. No catalyst specified. The product is [Cl-:13].[CH3:15][O:3][C:2](=[O:4])[CH2:5][CH2:6][CH2:7][NH+:8]([CH3:10])[CH3:9]. The yield is 0.770. (2) The reactants are [CH:1]1([C:4]2[CH:9]=[CH:8][CH:7]=[C:6]([CH3:10])[C:5]=2[OH:11])[CH2:3][CH2:2]1.ClC1C=CC=CC=1Cl.CC(C)([O-])C.[K+].[OH:26][C:27]1[CH:32]=[C:31]([Cl:33])[N:30]=[N:29][C:28]=1Cl. The catalyst is C(O)(C)(C)C. The product is [Cl:33][C:31]1[N:30]=[N:29][C:28]([O:11][C:5]2[C:6]([CH3:10])=[CH:7][CH:8]=[CH:9][C:4]=2[CH:1]2[CH2:3][CH2:2]2)=[C:27]([OH:26])[CH:32]=1. The yield is 0.880. (3) The reactants are [CH3:1][O:2][C:3]1[C:11]2[S:10][CH:9]=[CH:8][C:7]=2[CH:6]=[CH:5][CH:4]=1.C([Li])CCC.[I:17]I. The catalyst is C1COCC1.CCCCCC.[Cl-].[Na+].O. The product is [I:17][C:9]1[S:10][C:11]2[C:3]([O:2][CH3:1])=[CH:4][CH:5]=[CH:6][C:7]=2[CH:8]=1. The yield is 0.880. (4) The reactants are [Cl-].[OH:2][CH2:3][CH2:4][C@@H:5]([C:7]1[N:12]([C:13]2[CH:18]=[CH:17][CH:16]=[CH:15][CH:14]=2)[C:11](=[O:19])[C:10]2=[C:20]([CH3:23])[CH:21]=[CH:22][N:9]2[N:8]=1)[NH3+:6].[Br:24][C:25]1[C:33]2[C:32](Cl)=[N:31][CH:30]=[N:29][C:28]=2[N:27]([CH2:35][O:36][CH2:37][CH2:38][Si:39]([CH3:42])([CH3:41])[CH3:40])[CH:26]=1.[F-].[Cs+].C(N(CC)C(C)C)(C)C. The catalyst is C(O)(C)(C)C. The product is [Br:24][C:25]1[C:33]2[C:32]([NH:6][C@H:5]([C:7]3[N:12]([C:13]4[CH:18]=[CH:17][CH:16]=[CH:15][CH:14]=4)[C:11](=[O:19])[C:10]4=[C:20]([CH3:23])[CH:21]=[CH:22][N:9]4[N:8]=3)[CH2:4][CH2:3][OH:2])=[N:31][CH:30]=[N:29][C:28]=2[N:27]([CH2:35][O:36][CH2:37][CH2:38][Si:39]([CH3:42])([CH3:41])[CH3:40])[CH:26]=1. The yield is 0.570. (5) The reactants are [F:1][C:2]1[CH:3]=[C:4]([CH:7]=[C:8]([NH:10][CH2:11][C:12]2[CH:17]=[CH:16][C:15]([S:18]([CH3:21])(=[O:20])=[O:19])=[CH:14][CH:13]=2)[CH:9]=1)[C:5]#[N:6].[C:22](O)(=[O:26])[CH:23]([CH3:25])[CH3:24]. No catalyst specified. The product is [C:5]([C:4]1[CH:7]=[C:8]([N:10]([CH2:11][C:12]2[CH:13]=[CH:14][C:15]([S:18]([CH3:21])(=[O:20])=[O:19])=[CH:16][CH:17]=2)[C:22](=[O:26])[CH:23]([CH3:25])[CH3:24])[CH:9]=[C:2]([F:1])[CH:3]=1)#[N:6]. The yield is 0.740. (6) The reactants are [Cl:1][C:2]1[CH:7]=[C:6]([Cl:8])[CH:5]=[CH:4][C:3]=1[S:9]([NH:12][C:13]1[CH:14]=[C:15]([C:19]([S:22][C:23]2[CH:28]=[CH:27][C:26]([S:29]([N:32]3[CH2:37][CH2:36][CH2:35][CH2:34][CH2:33]3)(=[O:31])=[O:30])=[CH:25][CH:24]=2)=[CH:20][N:21]=1)[C:16](O)=[O:17])(=[O:11])=[O:10].Cl.[CH3:39][NH:40][O:41][CH3:42].CN(C(ON1N=NC2C=CC=CC1=2)=[N+](C)C)C.[B-](F)(F)(F)F.CCN(C(C)C)C(C)C. The catalyst is CN(C=O)C.C(OCC)(=O)C. The product is [Cl:1][C:2]1[CH:7]=[C:6]([Cl:8])[CH:5]=[CH:4][C:3]=1[S:9]([NH:12][C:13]1[CH:14]=[C:15]([C:19]([S:22][C:23]2[CH:28]=[CH:27][C:26]([S:29]([N:32]3[CH2:37][CH2:36][CH2:35][CH2:34][CH2:33]3)(=[O:30])=[O:31])=[CH:25][CH:24]=2)=[CH:20][N:21]=1)[C:16]([N:40]([O:41][CH3:42])[CH3:39])=[O:17])(=[O:11])=[O:10]. The yield is 0.820.